Dataset: Forward reaction prediction with 1.9M reactions from USPTO patents (1976-2016). Task: Predict the product of the given reaction. (1) Given the reactants [Cl-].[Al+3].[Cl-].[Cl-].[CH:5]([S:7]([CH:10]=[CH2:11])(=[O:9])=[O:8])=[CH2:6].[F:12][C:13]1[CH:19]=[CH:18][CH:17]=[C:16]([F:20])[C:14]=1[NH2:15], predict the reaction product. The product is: [F:12][C:13]1[CH:19]=[CH:18][CH:17]=[C:16]([F:20])[C:14]=1[N:15]1[CH2:11][CH2:10][S:7](=[O:9])(=[O:8])[CH2:5][CH2:6]1. (2) Given the reactants [F:1][C:2]1[N:12]=[CH:11][C:5]2[N:6]=[CH:7][NH:8][C:9](=O)[C:4]=2[CH:3]=1.O=S(Cl)Cl.CCN(CC)CC.[C:24]([O:28][C:29](=[O:45])[C:30]1[CH:35]=[CH:34][CH:33]=[C:32]([O:36][C:37]2[CH:42]=[CH:41][C:40]([NH2:43])=[CH:39][C:38]=2[CH3:44])[CH:31]=1)([CH3:27])([CH3:26])[CH3:25], predict the reaction product. The product is: [C:24]([O:28][C:29](=[O:45])[C:30]1[CH:35]=[CH:34][CH:33]=[C:32]([O:36][C:37]2[CH:42]=[CH:41][C:40]([NH:43][C:9]3[C:4]4[CH:3]=[C:2]([F:1])[N:12]=[CH:11][C:5]=4[N:6]=[CH:7][N:8]=3)=[CH:39][C:38]=2[CH3:44])[CH:31]=1)([CH3:27])([CH3:26])[CH3:25]. (3) Given the reactants [CH:1]12BC(C[CH2:7][CH2:8]1)CCC2.C(Br)C#C.[OH-].[Na+].Cl[C:17]1[N:22]=[N:21][C:20]([O:23][C:24]2[CH:29]=[CH:28][CH:27]=[CH:26][C:25]=2[CH3:30])=[C:19]([O:31][CH3:32])[CH:18]=1, predict the reaction product. The product is: [CH:7]1([C:17]2[N:22]=[N:21][C:20]([O:23][C:24]3[CH:29]=[CH:28][CH:27]=[CH:26][C:25]=3[CH3:30])=[C:19]([O:31][CH3:32])[CH:18]=2)[CH2:8][CH2:1]1. (4) Given the reactants [Cl:1][C:2]1[C:3](Cl)=[C:4]2[N:10]=[C:9]([C:11]3[CH:16]=[CH:15][C:14]([O:17][CH2:18][CH2:19][N:20]4[CH2:25][CH2:24][O:23][CH2:22][CH2:21]4)=[CH:13][CH:12]=3)[NH:8][C:5]2=[N:6][CH:7]=1.[OH:27][CH2:28][CH2:29][N:30]1[CH2:34][CH2:33][CH2:32][CH2:31]1.[H-].[Na+], predict the reaction product. The product is: [Cl:1][C:2]1[C:3]([O:27][CH2:28][CH2:29][N:30]2[CH2:34][CH2:33][CH2:32][CH2:31]2)=[C:4]2[NH:10][C:9]([C:11]3[CH:16]=[CH:15][C:14]([O:17][CH2:18][CH2:19][N:20]4[CH2:21][CH2:22][O:23][CH2:24][CH2:25]4)=[CH:13][CH:12]=3)=[N:8][C:5]2=[N:6][CH:7]=1. (5) Given the reactants C1(P(C2C=CC=CC=2)C2C=CC=CC=2)C=CC=CC=1.[F:20][C:21]1[CH:26]=[CH:25][C:24]([CH2:27][O:28][CH:29]2[CH2:34][CH2:33][CH2:32][CH2:31][O:30]2)=[CH:23][C:22]=1[CH2:35]O.[Br:37]C(Br)(Br)Br.CCCCC, predict the reaction product. The product is: [Br:37][CH2:35][C:22]1[CH:23]=[C:24]([CH:25]=[CH:26][C:21]=1[F:20])[CH2:27][O:28][CH:29]1[CH2:34][CH2:33][CH2:32][CH2:31][O:30]1. (6) Given the reactants [Na+].[P:2]([O:6][CH2:7][C@H:8]1[O:12][C@@H:11]([N:13]2[C:22]3[N:21]=[CH:20][N:19]=[C:17]([NH2:18])[C:16]=3[N:15]=[CH:14]2)[C@H:10]([OH:23])[C@@H:9]1[OH:24])([O-:5])([O-:4])=[O:3].[Na+].[NH+]1C=CC=C[CH:27]=1.C(N(CCCC)CCCC)CCC.IC, predict the reaction product. The product is: [P:2]([O:6][CH2:7][C@H:8]1[O:12][C@@H:11]([N:13]2[C:22]3[N:21]=[CH:20][N:19]([CH3:27])[C:17](=[NH:18])[C:16]=3[N:15]=[CH:14]2)[C@H:10]([OH:23])[C@@H:9]1[OH:24])([OH:5])([OH:4])=[O:3]. (7) Given the reactants C(OC([N:8]1[CH2:17][CH2:16][C:15]2[C:11](=[C:12](OS(C(F)(F)F)(=O)=O)[N:13]([CH:18]3[CH2:20][CH2:19]3)[N:14]=2)[CH2:10][CH2:9]1)=O)(C)(C)C.[S:29]1[CH:33]=[CH:32][C:31](B(O)O)=[CH:30]1, predict the reaction product. The product is: [CH:18]1([N:13]2[C:12]([C:31]3[CH:32]=[CH:33][S:29][CH:30]=3)=[C:11]3[C:15]([CH2:16][CH2:17][NH:8][CH2:9][CH2:10]3)=[N:14]2)[CH2:19][CH2:20]1.